Dataset: Forward reaction prediction with 1.9M reactions from USPTO patents (1976-2016). Task: Predict the product of the given reaction. (1) Given the reactants [Cl:1][C:2]1[CH:16]=[C:15]([S:17]([C:20]2[CH:25]=[CH:24][C:23]([CH2:26][CH2:27][NH:28]C(=O)C(F)(F)F)=[CH:22][CH:21]=2)(=[O:19])=[O:18])[CH:14]=[CH:13][C:3]=1[O:4][CH2:5][C:6]([O:8][C:9](C)(C)[CH3:10])=[O:7].[OH-].[Na+], predict the reaction product. The product is: [NH2:28][CH2:27][CH2:26][C:23]1[CH:24]=[CH:25][C:20]([S:17]([C:15]2[CH:14]=[CH:13][C:3]([O:4][CH2:5][C:6]([O:8][CH2:9][CH3:10])=[O:7])=[C:2]([Cl:1])[CH:16]=2)(=[O:19])=[O:18])=[CH:21][CH:22]=1. (2) Given the reactants [Br:1][C:2]1[C:3](=[O:47])[N:4]([CH2:38][C:39]2[CH:44]=[CH:43][C:42]([O:45][CH3:46])=[CH:41][CH:40]=2)[C:5]([CH3:37])=[CH:6][C:7]=1[O:8][CH2:9][C:10]1[CH:36]=[CH:35][CH:34]=[CH:33][C:11]=1[CH2:12][NH:13][C:14]([NH:16][C:17]1[N:21]([C:22]2[CH:27]=[CH:26][CH:25]=[C:24](F)[CH:23]=2)[N:20]=[C:19]([C:29]([CH3:32])([CH3:31])[CH3:30])[CH:18]=1)=[O:15].C(N(CC)CC)C.C(C1C=C(NC(=O)OC2C=CC([N+]([O-])=O)=CC=2)N(C2C=CC=C([Cl:83])C=2)N=1)(C)(C)C, predict the reaction product. The product is: [Br:1][C:2]1[C:3](=[O:47])[N:4]([CH2:38][C:39]2[CH:44]=[CH:43][C:42]([O:45][CH3:46])=[CH:41][CH:40]=2)[C:5]([CH3:37])=[CH:6][C:7]=1[O:8][CH2:9][C:10]1[CH:36]=[CH:35][CH:34]=[CH:33][C:11]=1[CH2:12][NH:13][C:14]([NH:16][C:17]1[N:21]([C:22]2[CH:27]=[CH:26][CH:25]=[C:24]([Cl:83])[CH:23]=2)[N:20]=[C:19]([C:29]([CH3:32])([CH3:31])[CH3:30])[CH:18]=1)=[O:15].